The task is: Regression. Given two drug SMILES strings and cell line genomic features, predict the synergy score measuring deviation from expected non-interaction effect.. This data is from NCI-60 drug combinations with 297,098 pairs across 59 cell lines. (1) Drug 1: CCN(CC)CCNC(=O)C1=C(NC(=C1C)C=C2C3=C(C=CC(=C3)F)NC2=O)C. Drug 2: CN1C2=C(C=C(C=C2)N(CCCl)CCCl)N=C1CCCC(=O)O.Cl. Cell line: MDA-MB-435. Synergy scores: CSS=21.0, Synergy_ZIP=1.12, Synergy_Bliss=4.90, Synergy_Loewe=-36.9, Synergy_HSA=3.59. (2) Drug 1: C1=CC(=CC=C1C#N)C(C2=CC=C(C=C2)C#N)N3C=NC=N3. Cell line: MDA-MB-231. Drug 2: C(CN)CNCCSP(=O)(O)O. Synergy scores: CSS=-4.70, Synergy_ZIP=3.54, Synergy_Bliss=3.58, Synergy_Loewe=-3.51, Synergy_HSA=-3.51. (3) Drug 1: CC1=C(C=C(C=C1)NC2=NC=CC(=N2)N(C)C3=CC4=NN(C(=C4C=C3)C)C)S(=O)(=O)N.Cl. Drug 2: CS(=O)(=O)OCCCCOS(=O)(=O)C. Cell line: RPMI-8226. Synergy scores: CSS=5.08, Synergy_ZIP=1.08, Synergy_Bliss=3.10, Synergy_Loewe=-7.39, Synergy_HSA=-7.25. (4) Drug 1: C1CN1C2=NC(=NC(=N2)N3CC3)N4CC4. Drug 2: CC1C(C(CC(O1)OC2CC(CC3=C2C(=C4C(=C3O)C(=O)C5=C(C4=O)C(=CC=C5)OC)O)(C(=O)C)O)N)O.Cl. Cell line: MDA-MB-231. Synergy scores: CSS=26.7, Synergy_ZIP=-3.09, Synergy_Bliss=0.637, Synergy_Loewe=0.0884, Synergy_HSA=3.50. (5) Drug 1: C1CCN(CC1)CCOC2=CC=C(C=C2)C(=O)C3=C(SC4=C3C=CC(=C4)O)C5=CC=C(C=C5)O. Drug 2: CC12CCC3C(C1CCC2O)C(CC4=C3C=CC(=C4)O)CCCCCCCCCS(=O)CCCC(C(F)(F)F)(F)F. Synergy scores: CSS=4.73, Synergy_ZIP=1.43, Synergy_Bliss=6.89, Synergy_Loewe=4.40, Synergy_HSA=3.63. Cell line: NCI-H322M. (6) Drug 1: CCC1=CC2CC(C3=C(CN(C2)C1)C4=CC=CC=C4N3)(C5=C(C=C6C(=C5)C78CCN9C7C(C=CC9)(C(C(C8N6C)(C(=O)OC)O)OC(=O)C)CC)OC)C(=O)OC.C(C(C(=O)O)O)(C(=O)O)O. Drug 2: C1CN(P(=O)(OC1)NCCCl)CCCl. Cell line: MDA-MB-231. Synergy scores: CSS=37.1, Synergy_ZIP=-5.46, Synergy_Bliss=1.78, Synergy_Loewe=-38.7, Synergy_HSA=2.78.